From a dataset of Full USPTO retrosynthesis dataset with 1.9M reactions from patents (1976-2016). Predict the reactants needed to synthesize the given product. (1) Given the product [NH2:18][C:14]1[CH:13]=[CH:12][CH:11]=[C:10]2[C:15]=1[CH:16]=[CH:17][N:8]([CH:3]([CH2:2][OH:1])[C:4]([O:6][CH3:7])=[O:5])[C:9]2=[O:21], predict the reactants needed to synthesize it. The reactants are: [OH:1][CH2:2][CH:3]([N:8]1[CH:17]=[CH:16][C:15]2[C:10](=[CH:11][CH:12]=[CH:13][C:14]=2[N+:18]([O-])=O)[C:9]1=[O:21])[C:4]([O:6][CH3:7])=[O:5].CO. (2) Given the product [Cl:1][C:2]1[CH:7]=[CH:6][CH:5]=[CH:4][C:3]=1[N:8]1[CH:12]=[CH:11][N:10]=[C:9]1[C:13]1[N:14]=[C:15]2[C:21]3[CH:22]=[C:23]([C:26]([NH:30][C:31]([CH3:35])([CH3:34])[CH2:32][OH:33])=[O:28])[CH:24]=[CH:25][C:20]=3[O:19][CH2:18][CH2:17][N:16]2[CH:29]=1, predict the reactants needed to synthesize it. The reactants are: [Cl:1][C:2]1[CH:7]=[CH:6][CH:5]=[CH:4][C:3]=1[N:8]1[CH:12]=[CH:11][N:10]=[C:9]1[C:13]1[N:14]=[C:15]2[C:21]3[CH:22]=[C:23]([C:26]([OH:28])=O)[CH:24]=[CH:25][C:20]=3[O:19][CH2:18][CH2:17][N:16]2[CH:29]=1.[NH2:30][C:31]([CH3:35])([CH3:34])[CH2:32][OH:33].